From a dataset of Experimentally validated miRNA-target interactions with 360,000+ pairs, plus equal number of negative samples. Binary Classification. Given a miRNA mature sequence and a target amino acid sequence, predict their likelihood of interaction. (1) The miRNA is mmu-miR-1938 with sequence CGGUGGGACUUGUAGUUCGGUC. The protein sequence of the target gene is MVPATGQLALLALGILLAVCQALENSTSPLSDSPVAAAVVSHFNKCPDSHTQYCFHGTCRFLVQEEKPACVCHSGYVGVRCEHADLLAVVAASQKKQAITALVVVSIVALAVLIITCVLIHCCQLRKHCEWCRALVCRHEKPSALLKGRTACCHSETVV. Result: 0 (no interaction). (2) The miRNA is hsa-miR-5583-3p with sequence GAAUAUGGGUAUAUUAGUUUGG. The protein sequence of the target gene is MLRAALPALLLPLLGLAAAAVADCPSSTWIQFQDSCYIFLQEAIKVESIEDVRNQCTDHGADMISIHNEEENAFILDTLKKQWKGPDDILLGMFYDTDDASFKWFDNSNMTFDKWTDQDDDEDLVDTCAFLHIKTGEWKKGNCEVSSVEGTLCKTAIPYKRKYLSDNHILISALVIASTVILTVLGAIIWFLYKKHSDSRFTTVFSTAPQSPYNEDCVLVVGEENEYPVQFD. Result: 1 (interaction). (3) The miRNA is mmu-miR-374c-5p with sequence AUAAUACAACCUGCUAAGUG. The protein sequence of the target gene is MARTLQLSLTALLLLPMAIAMHSDCIFKKEQAMCLERIQRANDLMGLNESSPGCPGMWDNITCWKPAQIGEMVLVSCPEVFRIFNPDQVWMTETIGDSGFADSNSLEITDMGVVGRNCTEDGWSEPFPHYFDACGFDDYEPESGDQDYYYLSVKALYTVGYSTSLVTLTTAMVILCRFRKLHCTRNFIHMNLFVSFMLRAISVFIKDWILYAEQDSSHCFVSTVECKAVMVFFHYCVVSNYFWLFIEGLYLFTLLVETFFPERRYFYWYTIIGWGTPTVCVTVWAVLRLYFDDAGCWDMN.... Result: 1 (interaction).